Dataset: Choline transporter screen with 302,306 compounds. Task: Binary Classification. Given a drug SMILES string, predict its activity (active/inactive) in a high-throughput screening assay against a specified biological target. (1) The compound is S(=O)(=O)(N1CCCC1)c1cc(S(=O)(=O)N2CCCC2)ccc1C. The result is 0 (inactive). (2) The drug is O(C1CCN(CC1)C(C)C)c1c(OC)ccc(c1)C(=O)NCc1c(n(nc1)C)C. The result is 1 (active). (3) The molecule is s1c(C(OCC(=O)NCc2cc3OCOc3cc2)=O)ccc1. The result is 0 (inactive). (4) The drug is s1c2c(CCCC2)c2c1ncn(c2=O)CC(=O)NCCC(=O)N1CCC2(OCCO2)CC1. The result is 0 (inactive). (5) The compound is N1(CCN(CC1)c1nnc(n2nc(cc2C)C)nn1)c1ccccc1. The result is 0 (inactive). (6) The compound is Clc1ccc(Cn2c3c(scc3)cc2C(=O)Nc2sccn2)cc1. The result is 0 (inactive). (7) The compound is S(c1ccc(CNc2n(nnn2)C)cc1)C. The result is 0 (inactive).